From a dataset of Reaction yield outcomes from USPTO patents with 853,638 reactions. Predict the reaction yield, written as a fraction of the theoretical maximum amount of product (1.0 means a 100% yield; for example, 0.34 means a 34% yield). (1) The reactants are [Br:1][C:2]1[CH:3]=[C:4]([N:24]2[CH2:28][CH2:27][C@H:26]([NH:29][C:30](=[O:36])[O:31][C:32]([CH3:35])([CH3:34])[CH3:33])[CH2:25]2)[CH:5]=[CH:6][C:7]=1[NH:8][C:9]([C:11]1[S:12][C:13]([C:16]2[CH:21]=[CH:20][C:19]([O:22][CH3:23])=[CH:18][CH:17]=2)=[CH:14][CH:15]=1)=[O:10].[H-].[Na+].[CH3:39][Si:40]([CH3:47])([CH3:46])[CH2:41][CH2:42][O:43][CH2:44]Cl. The catalyst is C1COCC1. The product is [Br:1][C:2]1[CH:3]=[C:4]([N:24]2[CH2:28][CH2:27][C@H:26]([NH:29][C:30](=[O:36])[O:31][C:32]([CH3:33])([CH3:35])[CH3:34])[CH2:25]2)[CH:5]=[CH:6][C:7]=1[N:8]([CH2:44][O:43][CH2:42][CH2:41][Si:40]([CH3:47])([CH3:46])[CH3:39])[C:9]([C:11]1[S:12][C:13]([C:16]2[CH:17]=[CH:18][C:19]([O:22][CH3:23])=[CH:20][CH:21]=2)=[CH:14][CH:15]=1)=[O:10]. The yield is 0.870. (2) The reactants are [C:1]1([OH:7])[CH:6]=[CH:5][CH:4]=[CH:3][CH:2]=1.[H-].[Na+].[Br:10][C:11]1[CH:12]=[C:13]([O:25][C:26]2[CH:31]=[CH:30][CH:29]=[CH:28][CH:27]=2)[C:14]([NH:17][C:18]2[S:19][CH:20]=[C:21]([CH2:23]Cl)[N:22]=2)=[N:15][CH:16]=1. The catalyst is C1COCC1. The product is [Br:10][C:11]1[CH:12]=[C:13]([O:25][C:26]2[CH:27]=[CH:28][CH:29]=[CH:30][CH:31]=2)[C:14]([NH:17][C:18]2[S:19][CH:20]=[C:21]([CH2:23][O:7][C:1]3[CH:6]=[CH:5][CH:4]=[CH:3][CH:2]=3)[N:22]=2)=[N:15][CH:16]=1. The yield is 0.204. (3) The product is [NH:24]1[C:23]2[CH:27]=[CH:28][C:20]([C:18]([N:11]3[CH2:12][CH2:13][CH2:14][C@@H:15]4[C:16]5[CH:17]=[C:5]([C:3]([OH:4])=[O:2])[CH:6]=[CH:7][C:8]=5[CH2:9][C@H:10]34)=[O:19])=[CH:21][C:22]=2[N:26]=[CH:25]1. The yield is 0.0400. The reactants are C[O:2][C:3]([C:5]1[CH:6]=[CH:7][C:8]2[CH2:9][C@H:10]3[C@@H:15]([C:16]=2[CH:17]=1)[CH2:14][CH2:13][CH2:12][N:11]3[C:18]([C:20]1[CH:28]=[CH:27][C:23]2[NH:24][CH:25]=[N:26][C:22]=2[CH:21]=1)=[O:19])=[O:4].COC(C1C=CC2[C@@H]3[C@@H](N(C(C4C=CC5NC=NC=5C=4)=O)CCC3)CC=2C=1)=O. No catalyst specified. (4) The reactants are C(Cl)(=O)C(C)(C)C.[CH3:8][C:9]([CH3:24])([O:11][C:12]([NH:14][C@@H:15]1[CH2:20][CH2:19][C@H:18]([C:21](O)=[O:22])[CH2:17][CH2:16]1)=[O:13])[CH3:10].[NH3:25]. The catalyst is C(Cl)(Cl)Cl.C(N(CC)CC)C. The product is [C:9]([O:11][C:12](=[O:13])[NH:14][C@H:15]1[CH2:20][CH2:19][C@@H:18]([C:21](=[O:22])[NH2:25])[CH2:17][CH2:16]1)([CH3:24])([CH3:10])[CH3:8]. The yield is 0.918.